This data is from Forward reaction prediction with 1.9M reactions from USPTO patents (1976-2016). The task is: Predict the product of the given reaction. Given the reactants [CH2:1]([O:3][C:4]([C:6]1[N:7]=[C:8]([N:22]2[CH2:27][CH2:26][N:25]([S:28]([CH3:31])(=[O:30])=[O:29])[CH2:24][CH2:23]2)[N:9]([CH3:21])[C:10](=[O:20])[C:11]=1[O:12]CC1C=CC=CC=1)=[O:5])[CH3:2].[C:32]([OH:38])([C:34]([F:37])([F:36])[F:35])=[O:33], predict the reaction product. The product is: [CH2:1]([O:3][C:4]([C:6]1[N:7]=[C:8]([N:22]2[CH2:27][CH2:26][N:25]([S:28]([CH3:31])(=[O:29])=[O:30])[CH2:24][CH2:23]2)[N:9]([CH3:21])[C:10](=[O:20])[C:11]=1[OH:12])=[O:5])[CH3:2].[C:32]([OH:38])([C:34]([F:37])([F:36])[F:35])=[O:33].